From a dataset of Forward reaction prediction with 1.9M reactions from USPTO patents (1976-2016). Predict the product of the given reaction. (1) Given the reactants [N+:1]([C:4]1[CH:5]=[C:6]([CH:14]=[CH:15][C:16]=1[N:17]1[CH2:22][CH2:21][N:20]([CH3:23])[CH2:19][CH2:18]1)[C:7]([O:9][C:10]([CH3:13])([CH3:12])[CH3:11])=[O:8])([O-])=O, predict the reaction product. The product is: [NH2:1][C:4]1[CH:5]=[C:6]([CH:14]=[CH:15][C:16]=1[N:17]1[CH2:22][CH2:21][N:20]([CH3:23])[CH2:19][CH2:18]1)[C:7]([O:9][C:10]([CH3:13])([CH3:12])[CH3:11])=[O:8]. (2) Given the reactants C(OC[O:9][C:10]1[CH:11]=[C:12](Br)[CH:13]=[C:14]2[C:19]=1[N:18]=[CH:17][N:16](COC(=O)C(C)(C)C)[C:15]2=[O:28])(=O)C(C)(C)C.C(=O)([O-])[O-].[K+].[K+].[O:36]1[CH2:41][CH2:40][N:39]([C:42]2[CH:43]=[C:44](B(O)O)[CH:45]=[CH:46][CH:47]=2)[CH2:38][CH2:37]1.N.CO, predict the reaction product. The product is: [OH:9][C:10]1[CH:11]=[C:12]([C:46]2[CH:45]=[CH:44][CH:43]=[C:42]([N:39]3[CH2:38][CH2:37][O:36][CH2:41][CH2:40]3)[CH:47]=2)[CH:13]=[C:14]2[C:19]=1[N:18]=[CH:17][NH:16][C:15]2=[O:28]. (3) Given the reactants [CH:1]1([C:4]2[C:11]([C:12]3[CH:17]=[C:16]([OH:18])[N:15]=[N:14][CH:13]=3)=[CH:10][C:7]([C:8]#[N:9])=[C:6]([N:19]3[CH2:24][CH2:23][N:22]([C:25](=[O:30])[CH2:26][CH2:27][O:28][CH3:29])[C@H:21]([CH:31]4[CH2:33][CH2:32]4)[CH2:20]3)[N:5]=2)[CH2:3][CH2:2]1.[O:34](S(C(F)(F)F)(=O)=O)[S:35]([C:38]([F:41])([F:40])[F:39])(=O)=[O:36], predict the reaction product. The product is: [F:39][C:38]([F:41])([F:40])[S:35]([O:18][C:16]1[N:15]=[N:14][CH:13]=[C:12]([C:11]2[C:4]([CH:1]3[CH2:2][CH2:3]3)=[N:5][C:6]([N:19]3[CH2:24][CH2:23][N:22]([C:25](=[O:30])[CH2:26][CH2:27][O:28][CH3:29])[C@H:21]([CH:31]4[CH2:32][CH2:33]4)[CH2:20]3)=[C:7]([C:8]#[N:9])[CH:10]=2)[CH:17]=1)(=[O:36])=[O:34].